The task is: Predict the reaction yield, written as a fraction of the theoretical maximum amount of product (1.0 means a 100% yield; for example, 0.34 means a 34% yield).. This data is from Reaction yield outcomes from USPTO patents with 853,638 reactions. (1) The reactants are [Cl:1][C:2]1[CH:7]=[CH:6][C:5]([CH:8](Cl)[C:9]2[CH:14]=[CH:13][CH:12]=[CH:11][CH:10]=2)=[CH:4][CH:3]=1.[NH:16]1[CH2:21][CH2:20][NH:19][CH2:18][CH2:17]1.C([O-])([O-])=O.[K+].[K+]. The catalyst is CC(=O)CC. The product is [Cl:1][C:2]1[CH:7]=[CH:6][C:5]([CH:8]([C:9]2[CH:14]=[CH:13][CH:12]=[CH:11][CH:10]=2)[N:16]2[CH2:21][CH2:20][NH:19][CH2:18][CH2:17]2)=[CH:4][CH:3]=1. The yield is 0.570. (2) The reactants are [NH:1]1[CH2:5][CH2:4][CH2:3][CH2:2]1.Br[CH2:7][C:8]1[CH:15]=[CH:14][C:11]([C:12]#[N:13])=[CH:10][CH:9]=1.C(N(CC)CC)C. The catalyst is C1COCC1. The product is [N:1]1([CH2:7][C:8]2[CH:15]=[CH:14][C:11]([C:12]#[N:13])=[CH:10][CH:9]=2)[CH2:5][CH2:4][CH2:3][CH2:2]1. The yield is 0.970.